Dataset: NCI-60 drug combinations with 297,098 pairs across 59 cell lines. Task: Regression. Given two drug SMILES strings and cell line genomic features, predict the synergy score measuring deviation from expected non-interaction effect. (1) Drug 1: CN(C)N=NC1=C(NC=N1)C(=O)N. Drug 2: CC1=C(C(=O)C2=C(C1=O)N3CC4C(C3(C2COC(=O)N)OC)N4)N. Cell line: NCIH23. Synergy scores: CSS=36.2, Synergy_ZIP=0.192, Synergy_Bliss=0.481, Synergy_Loewe=-24.3, Synergy_HSA=0.796. (2) Drug 1: CC1=C2C(C(=O)C3(C(CC4C(C3C(C(C2(C)C)(CC1OC(=O)C(C(C5=CC=CC=C5)NC(=O)C6=CC=CC=C6)O)O)OC(=O)C7=CC=CC=C7)(CO4)OC(=O)C)O)C)OC(=O)C. Drug 2: CC1=C(C(=CC=C1)Cl)NC(=O)C2=CN=C(S2)NC3=CC(=NC(=N3)C)N4CCN(CC4)CCO. Cell line: NCI-H226. Synergy scores: CSS=7.59, Synergy_ZIP=-2.17, Synergy_Bliss=1.04, Synergy_Loewe=2.08, Synergy_HSA=2.01. (3) Drug 1: C1=CN(C=N1)CC(O)(P(=O)(O)O)P(=O)(O)O. Drug 2: COCCOC1=C(C=C2C(=C1)C(=NC=N2)NC3=CC=CC(=C3)C#C)OCCOC.Cl. Cell line: OVCAR-5. Synergy scores: CSS=2.31, Synergy_ZIP=-2.72, Synergy_Bliss=-1.23, Synergy_Loewe=-4.75, Synergy_HSA=-2.19. (4) Drug 1: CC12CCC(CC1=CCC3C2CCC4(C3CC=C4C5=CN=CC=C5)C)O. Drug 2: C1=C(C(=O)NC(=O)N1)N(CCCl)CCCl. Cell line: TK-10. Synergy scores: CSS=9.01, Synergy_ZIP=-4.59, Synergy_Bliss=3.75, Synergy_Loewe=1.07, Synergy_HSA=3.18. (5) Drug 1: CC1C(C(CC(O1)OC2CC(CC3=C2C(=C4C(=C3O)C(=O)C5=C(C4=O)C(=CC=C5)OC)O)(C(=O)C)O)N)O.Cl. Drug 2: C1=CC=C(C(=C1)C(C2=CC=C(C=C2)Cl)C(Cl)Cl)Cl. Cell line: CCRF-CEM. Synergy scores: CSS=41.3, Synergy_ZIP=5.19, Synergy_Bliss=9.16, Synergy_Loewe=-33.2, Synergy_HSA=9.59. (6) Drug 1: C1CC(=O)NC(=O)C1N2CC3=C(C2=O)C=CC=C3N. Drug 2: CNC(=O)C1=NC=CC(=C1)OC2=CC=C(C=C2)NC(=O)NC3=CC(=C(C=C3)Cl)C(F)(F)F. Cell line: HOP-62. Synergy scores: CSS=27.0, Synergy_ZIP=-0.358, Synergy_Bliss=6.48, Synergy_Loewe=-5.33, Synergy_HSA=7.95. (7) Drug 1: CC1=C(C(CCC1)(C)C)C=CC(=CC=CC(=CC(=O)O)C)C. Drug 2: CC1=C2C(C(=O)C3(C(CC4C(C3C(C(C2(C)C)(CC1OC(=O)C(C(C5=CC=CC=C5)NC(=O)C6=CC=CC=C6)O)O)OC(=O)C7=CC=CC=C7)(CO4)OC(=O)C)O)C)OC(=O)C. Cell line: MALME-3M. Synergy scores: CSS=26.6, Synergy_ZIP=9.49, Synergy_Bliss=12.2, Synergy_Loewe=9.31, Synergy_HSA=12.2. (8) Drug 1: CC(CN1CC(=O)NC(=O)C1)N2CC(=O)NC(=O)C2. Drug 2: CC1=CC2C(CCC3(C2CCC3(C(=O)C)OC(=O)C)C)C4(C1=CC(=O)CC4)C. Cell line: SK-MEL-2. Synergy scores: CSS=31.2, Synergy_ZIP=0.0572, Synergy_Bliss=9.08, Synergy_Loewe=3.11, Synergy_HSA=6.89. (9) Drug 1: CC12CCC3C(C1CCC2=O)CC(=C)C4=CC(=O)C=CC34C. Drug 2: C1=NC2=C(N=C(N=C2N1C3C(C(C(O3)CO)O)O)F)N. Cell line: HT29. Synergy scores: CSS=37.2, Synergy_ZIP=3.62, Synergy_Bliss=5.37, Synergy_Loewe=2.65, Synergy_HSA=4.29. (10) Drug 1: CC1=C(C=C(C=C1)NC2=NC=CC(=N2)N(C)C3=CC4=NN(C(=C4C=C3)C)C)S(=O)(=O)N.Cl. Drug 2: COC1=CC(=CC(=C1O)OC)C2C3C(COC3=O)C(C4=CC5=C(C=C24)OCO5)OC6C(C(C7C(O6)COC(O7)C8=CC=CS8)O)O. Cell line: T-47D. Synergy scores: CSS=34.5, Synergy_ZIP=-6.71, Synergy_Bliss=-0.374, Synergy_Loewe=-39.1, Synergy_HSA=0.826.